From a dataset of NCI-60 drug combinations with 297,098 pairs across 59 cell lines. Regression. Given two drug SMILES strings and cell line genomic features, predict the synergy score measuring deviation from expected non-interaction effect. (1) Drug 1: COC1=C(C=C2C(=C1)N=CN=C2NC3=CC(=C(C=C3)F)Cl)OCCCN4CCOCC4. Drug 2: CC12CCC3C(C1CCC2OP(=O)(O)O)CCC4=C3C=CC(=C4)OC(=O)N(CCCl)CCCl.[Na+]. Cell line: T-47D. Synergy scores: CSS=4.29, Synergy_ZIP=-6.13, Synergy_Bliss=-12.4, Synergy_Loewe=-21.7, Synergy_HSA=-12.0. (2) Drug 1: CCCS(=O)(=O)NC1=C(C(=C(C=C1)F)C(=O)C2=CNC3=C2C=C(C=N3)C4=CC=C(C=C4)Cl)F. Drug 2: C1CCC(C(C1)N)N.C(=O)(C(=O)[O-])[O-].[Pt+4]. Cell line: UACC62. Synergy scores: CSS=36.9, Synergy_ZIP=-1.91, Synergy_Bliss=-3.34, Synergy_Loewe=-2.82, Synergy_HSA=-1.16. (3) Drug 2: C(CC(=O)O)C(=O)CN.Cl. Cell line: A549. Synergy scores: CSS=18.8, Synergy_ZIP=-9.23, Synergy_Bliss=-4.19, Synergy_Loewe=-11.6, Synergy_HSA=-3.72. Drug 1: C1CCC(CC1)NC(=O)N(CCCl)N=O. (4) Drug 1: C1CN1P(=S)(N2CC2)N3CC3. Drug 2: CCN(CC)CCCC(C)NC1=C2C=C(C=CC2=NC3=C1C=CC(=C3)Cl)OC. Cell line: MDA-MB-435. Synergy scores: CSS=11.2, Synergy_ZIP=-5.22, Synergy_Bliss=-2.31, Synergy_Loewe=-1.61, Synergy_HSA=-1.41. (5) Drug 1: COC1=C2C(=CC3=C1OC=C3)C=CC(=O)O2. Drug 2: CC1C(C(CC(O1)OC2CC(CC3=C2C(=C4C(=C3O)C(=O)C5=C(C4=O)C(=CC=C5)OC)O)(C(=O)CO)O)N)O.Cl. Cell line: MCF7. Synergy scores: CSS=38.9, Synergy_ZIP=-0.340, Synergy_Bliss=-0.851, Synergy_Loewe=-15.3, Synergy_HSA=-0.221. (6) Drug 1: CS(=O)(=O)C1=CC(=C(C=C1)C(=O)NC2=CC(=C(C=C2)Cl)C3=CC=CC=N3)Cl. Drug 2: CCC(=C(C1=CC=CC=C1)C2=CC=C(C=C2)OCCN(C)C)C3=CC=CC=C3.C(C(=O)O)C(CC(=O)O)(C(=O)O)O. Cell line: SF-268. Synergy scores: CSS=-1.11, Synergy_ZIP=3.97, Synergy_Bliss=6.74, Synergy_Loewe=0.882, Synergy_HSA=1.23. (7) Drug 1: C1CCN(CC1)CCOC2=CC=C(C=C2)C(=O)C3=C(SC4=C3C=CC(=C4)O)C5=CC=C(C=C5)O. Drug 2: CS(=O)(=O)CCNCC1=CC=C(O1)C2=CC3=C(C=C2)N=CN=C3NC4=CC(=C(C=C4)OCC5=CC(=CC=C5)F)Cl. Cell line: OVCAR-4. Synergy scores: CSS=2.74, Synergy_ZIP=-0.289, Synergy_Bliss=0.330, Synergy_Loewe=-1.51, Synergy_HSA=-1.52. (8) Drug 2: C1=CC=C(C(=C1)C(C2=CC=C(C=C2)Cl)C(Cl)Cl)Cl. Drug 1: CC1C(C(CC(O1)OC2CC(CC3=C2C(=C4C(=C3O)C(=O)C5=C(C4=O)C(=CC=C5)OC)O)(C(=O)CO)O)N)O.Cl. Cell line: HOP-62. Synergy scores: CSS=13.9, Synergy_ZIP=11.2, Synergy_Bliss=17.9, Synergy_Loewe=-14.7, Synergy_HSA=-2.95.